From a dataset of Full USPTO retrosynthesis dataset with 1.9M reactions from patents (1976-2016). Predict the reactants needed to synthesize the given product. (1) Given the product [CH3:11][O:10][C:9]1[CH:8]=[CH:7][CH:6]=[C:3]2[C:2]=1[O:1][CH:14]([C:13]([F:12])([F:22])[F:21])[C:15]([C:16]([O:18][CH2:19][CH3:20])=[O:17])=[CH:4]2, predict the reactants needed to synthesize it. The reactants are: [OH:1][C:2]1[C:9]([O:10][CH3:11])=[CH:8][CH:7]=[CH:6][C:3]=1[CH:4]=O.[F:12][C:13]([F:22])([F:21])/[CH:14]=[CH:15]/[C:16]([O:18][CH2:19][CH3:20])=[O:17]. (2) Given the product [CH3:1][O:2][C:3]1[CH:30]=[CH:29][C:28]([N:31]2[C:35]([CH3:36])=[N:34][N:33]=[N:32]2)=[CH:27][C:4]=1[CH2:5][O:6][CH2:7][C:8]1([C:21]2[CH:26]=[CH:25][CH:24]=[CH:23][CH:22]=2)[CH2:9][CH2:10][NH:11][CH2:12][CH2:13]1, predict the reactants needed to synthesize it. The reactants are: [CH3:1][O:2][C:3]1[CH:30]=[CH:29][C:28]([N:31]2[C:35]([CH3:36])=[N:34][N:33]=[N:32]2)=[CH:27][C:4]=1[CH2:5][O:6][CH2:7][C:8]1([C:21]2[CH:26]=[CH:25][CH:24]=[CH:23][CH:22]=2)[CH2:13][CH2:12][N:11](C(OC(C)(C)C)=O)[CH2:10][CH2:9]1.Cl. (3) Given the product [Si:28]([O:8][C:7]1[CH:6]=[C:5]([CH3:9])[C:4]([C:10]2[CH:15]=[CH:14][CH:13]=[C:12]([CH:16]=[O:17])[CH:11]=2)=[C:3]([CH3:18])[C:2]=1[Cl:1])([C:24]([CH3:27])([CH3:26])[CH3:25])([CH3:31])[CH3:30], predict the reactants needed to synthesize it. The reactants are: [Cl:1][C:2]1[C:3]([CH3:18])=[C:4]([C:10]2[CH:15]=[CH:14][CH:13]=[C:12]([CH:16]=[O:17])[CH:11]=2)[C:5]([CH3:9])=[CH:6][C:7]=1[OH:8].N1C=CN=C1.[C:24]([Si:28]([CH3:31])([CH3:30])Cl)([CH3:27])([CH3:26])[CH3:25].O. (4) Given the product [C:1]([O:6][CH2:7][CH:8]1[O:10][CH2:9]1)(=[O:5])[C:2]([CH3:4])=[CH2:3].[C:11]([O:16][CH:17]([O:25][CH2:24][CH3:20])[CH3:18])(=[O:15])[C:12]([CH3:14])=[CH2:13].[C:11]([O:16][CH2:17][CH2:18][OH:19])(=[O:15])[C:12]([CH3:14])=[CH2:13], predict the reactants needed to synthesize it. The reactants are: [C:1]([O:6][CH2:7][CH:8]1[O:10][CH2:9]1)(=[O:5])[C:2]([CH3:4])=[CH2:3].[C:11]([O:16][CH2:17][CH2:18][OH:19])(=[O:15])[C:12]([CH3:14])=[CH2:13].[CH2:20]([C:24](C)=[O:25])C(C)C.N(C(C)(CC)C([O-])=O)=NC(C)(CC)C([O-])=O.